From a dataset of Full USPTO retrosynthesis dataset with 1.9M reactions from patents (1976-2016). Predict the reactants needed to synthesize the given product. (1) The reactants are: [O:1]=[C:2]1[NH:7][CH:6]=[N:5][C:4]2[N:8]([C:11]3[CH:12]=[C:13]([CH:16]=[CH:17][CH:18]=3)[C:14]#[N:15])[CH:9]=[CH:10][C:3]1=2.[F:19][C:20]1[CH:25]=[CH:24][C:23]([C:26]([N:28]2[CH2:35][CH2:34][C:31]3([O:33][CH2:32]3)[CH2:30][CH2:29]2)=[O:27])=[CH:22][CH:21]=1.C(=O)([O-])[O-].[Cs+].[Cs+]. Given the product [F:19][C:20]1[CH:25]=[CH:24][C:23]([C:26]([N:28]2[CH2:29][CH2:30][C:31]([CH2:32][N:7]3[C:2](=[O:1])[C:3]4[CH:10]=[CH:9][N:8]([C:11]5[CH:12]=[C:13]([CH:16]=[CH:17][CH:18]=5)[C:14]#[N:15])[C:4]=4[N:5]=[CH:6]3)([OH:33])[CH2:34][CH2:35]2)=[O:27])=[CH:22][CH:21]=1, predict the reactants needed to synthesize it. (2) Given the product [OH:1][C:2]1[C:3]([CH:19]([C:22]2[CH:27]=[CH:26][CH:25]=[CH:24][CH:23]=2)[CH2:28][CH3:29])=[N:4][C:5]2[C:10]([C:11]=1[C:12]([OH:14])=[O:13])=[CH:9][CH:8]=[C:7]([CH3:15])[C:6]=2[CH3:18], predict the reactants needed to synthesize it. The reactants are: [OH:1][C:2]1[C:3]([C:19]([C:22]2[CH:27]=[CH:26][CH:25]=[CH:24][CH:23]=2)(C)C)=[N:4][C:5]2[C:10]([C:11]=1[C:12]([OH:14])=[O:13])=[CH:9][CH:8]=[C:7]1[CH2:15]CC[CH2:18][C:6]=21.[CH3:28][C:29]1C(C)=C2C(C(=O)C(=O)N2)=CC=1.OCC(=O)C(C1C=CC=CC=1)CC. (3) Given the product [CH3:9][S:10]([O:8][CH2:7][C:5]1[N:6]=[C:2]([Cl:1])[O:3][CH:4]=1)(=[O:12])=[O:11], predict the reactants needed to synthesize it. The reactants are: [Cl:1][C:2]1[O:3][CH:4]=[C:5]([CH2:7][OH:8])[N:6]=1.[CH3:9][S:10](Cl)(=[O:12])=[O:11].C(N(CC)CC)C.[Cl-].[NH4+]. (4) The reactants are: [Cl:1][C:2]1[CH:7]=[CH:6][CH:5]=[C:4]([F:8])[C:3]=1[C:9]1[NH:26][C:12]2=[N:13][CH:14]=[C:15](B3OC(C)(C)C(C)(C)O3)[CH:16]=[C:11]2[CH:10]=1.[CH2:27]([N:29]1[C:33](OS(C(F)(F)F)(=O)=O)=[CH:32][C:31]([C:42]2[CH:47]=[N:46][CH:45]=[CH:44][N:43]=2)=[N:30]1)[CH3:28].C(=O)([O-])[O-].[K+].[K+]. Given the product [Cl:1][C:2]1[CH:7]=[CH:6][CH:5]=[C:4]([F:8])[C:3]=1[C:9]1[NH:26][C:12]2=[N:13][CH:14]=[C:15]([C:33]3[N:29]([CH2:27][CH3:28])[N:30]=[C:31]([C:42]4[CH:47]=[N:46][CH:45]=[CH:44][N:43]=4)[CH:32]=3)[CH:16]=[C:11]2[CH:10]=1, predict the reactants needed to synthesize it. (5) Given the product [CH3:1][S:2]([C:5]1[CH:10]=[CH:9][C:8]([C:11]2[N:16]3[N:17]=[C:18]([NH:20][C:22]4[CH:27]=[CH:26][C:25]([O:28][CH3:29])=[CH:24][CH:23]=4)[N:19]=[C:15]3[CH:14]=[CH:13][CH:12]=2)=[CH:7][CH:6]=1)(=[O:3])=[O:4], predict the reactants needed to synthesize it. The reactants are: [CH3:1][S:2]([C:5]1[CH:10]=[CH:9][C:8]([C:11]2[N:16]3[N:17]=[C:18]([NH2:20])[N:19]=[C:15]3[CH:14]=[CH:13][CH:12]=2)=[CH:7][CH:6]=1)(=[O:4])=[O:3].Br[C:22]1[CH:27]=[CH:26][C:25]([O:28][CH3:29])=[CH:24][CH:23]=1.